This data is from Forward reaction prediction with 1.9M reactions from USPTO patents (1976-2016). The task is: Predict the product of the given reaction. (1) Given the reactants [OH:1][CH2:2][CH2:3][NH:4][CH2:5][C@H:6]1[N:11]([C:12]([C:14]2[CH:18]=[C:17]([CH3:19])[N:16]([C:20]3[CH:25]=[CH:24][CH:23]=[CH:22][CH:21]=3)[C:15]=2[C:26]2[CH:31]=[CH:30][CH:29]=[CH:28][CH:27]=2)=[O:13])[CH2:10][CH2:9][N:8]([C:32]([O:34][C:35]([CH3:38])([CH3:37])[CH3:36])=[O:33])[CH2:7]1.N1[CH:44]=[CH:43]C=CC=1.ClCC(Cl)=[O:48].C(=O)(O)[O-].[Na+], predict the reaction product. The product is: [CH3:19][C:17]1[N:16]([C:20]2[CH:25]=[CH:24][CH:23]=[CH:22][CH:21]=2)[C:15]([C:26]2[CH:31]=[CH:30][CH:29]=[CH:28][CH:27]=2)=[C:14]([C:12]([N:11]2[CH2:10][CH2:9][N:8]([C:32]([O:34][C:35]([CH3:38])([CH3:37])[CH3:36])=[O:33])[CH2:7][C@H:6]2[CH2:5][N:4]2[CH2:44][CH2:43][O:1][CH2:2][C:3]2=[O:48])=[O:13])[CH:18]=1. (2) Given the reactants F[C:2]1[CH:7]=[CH:6][C:5]([N+:8]([O-:10])=[O:9])=[CH:4][CH:3]=1.[OH:11][C@H:12]1[CH2:16][CH2:15][N:14]([C:17]([O:19][C:20]([CH3:23])([CH3:22])[CH3:21])=[O:18])[CH2:13]1.[H-].[Na+], predict the reaction product. The product is: [C:20]([O:19][C:17]([N:14]1[CH2:15][CH2:16][C@H:12]([O:11][C:2]2[CH:7]=[CH:6][C:5]([N+:8]([O-:10])=[O:9])=[CH:4][CH:3]=2)[CH2:13]1)=[O:18])([CH3:23])([CH3:21])[CH3:22]. (3) Given the reactants OC[C@@H:3]([NH:7][C:8](=[O:14])[O:9][C:10](C)(C)C)[CH2:4][O:5][CH3:6].O1CCCC1.CC(C)([O-])C.[K+], predict the reaction product. The product is: [CH3:6][O:5][CH2:4][C@H:3]1[CH2:10][O:9][C:8](=[O:14])[NH:7]1. (4) The product is: [NH2:2][C:5]1[C:6](=[O:20])[O:7][C:8]2[C:13]([CH:14]=1)=[CH:12][CH:11]=[C:10]([N:15]([CH2:18][CH3:19])[CH2:16][CH3:17])[CH:9]=2. Given the reactants Cl.[N+:2]([C:5]1[C:6](=[O:20])[O:7][C:8]2[C:13]([CH:14]=1)=[CH:12][CH:11]=[C:10]([N:15]([CH2:18][CH3:19])[CH2:16][CH3:17])[CH:9]=2)([O-])=O.[OH-].[Na+], predict the reaction product. (5) Given the reactants [CH3:1][C:2]1[CH:6]=[C:5]([NH:7][C:8]2[CH:16]=[CH:15][CH:14]=[CH:13][C:9]=2[C:10]([OH:12])=O)[N:4]([C:17]2[CH:22]=[CH:21][CH:20]=[CH:19][CH:18]=2)[N:3]=1.C1C=[N:27][C:26]2[N:29]([OH:32])N=N[C:25]=2C=1.CCN=C=NCCCN(C)C.C(N(CC)CC)C.ONC(=N)C.CN([CH:59]=[O:60])C, predict the reaction product. The product is: [OH:32]/[N:29]=[C:26](\[NH:27][C:10](=[O:12])[C:9]1[CH:13]=[C:14]([O:60][CH3:59])[CH:15]=[CH:16][C:8]=1[NH:7][C:5]1[N:4]([C:17]2[CH:18]=[CH:19][CH:20]=[CH:21][CH:22]=2)[N:3]=[C:2]([CH3:1])[CH:6]=1)/[CH3:25]. (6) Given the reactants [Si:1]([O:8][C@@H:9]1[C@@H:13]([CH2:14][OH:15])[O:12][C@@H:11]([N:16]2[C:20]3[N:21]=[C:22]([NH:34][C:35](=[O:42])[C:36]4[CH:41]=[CH:40][CH:39]=[CH:38][CH:37]=4)[N:23]=[C:24]([NH:25][C:26](=[O:33])[C:27]4[CH:32]=[CH:31][CH:30]=[CH:29][CH:28]=4)[C:19]=3[CH:18]=[CH:17]2)[CH2:10]1)([C:4]([CH3:7])([CH3:6])[CH3:5])([CH3:3])[CH3:2], predict the reaction product. The product is: [Si:1]([O:8][C@@H:9]1[C@@H:13]([CH:14]=[O:15])[O:12][C@@H:11]([N:16]2[C:20]3[N:21]=[C:22]([NH:34][C:35](=[O:42])[C:36]4[CH:41]=[CH:40][CH:39]=[CH:38][CH:37]=4)[N:23]=[C:24]([NH:25][C:26](=[O:33])[C:27]4[CH:28]=[CH:29][CH:30]=[CH:31][CH:32]=4)[C:19]=3[CH:18]=[CH:17]2)[CH2:10]1)([C:4]([CH3:5])([CH3:6])[CH3:7])([CH3:3])[CH3:2]. (7) Given the reactants [NH:1]1[CH2:6][CH2:5][CH2:4][CH2:3][CH2:2]1.S(O[CH2:12][CH:13]1[CH2:18][CH2:17][N:16]([C:19]([O:21][C:22]([CH3:25])([CH3:24])[CH3:23])=[O:20])[CH2:15][CH2:14]1)(=O)(=O)C, predict the reaction product. The product is: [C:22]([O:21][C:19]([N:16]1[CH2:17][CH2:18][CH:13]([CH2:12][N:1]2[CH2:6][CH2:5][CH2:4][CH2:3][CH2:2]2)[CH2:14][CH2:15]1)=[O:20])([CH3:25])([CH3:24])[CH3:23]. (8) Given the reactants [Cl:1][C:2]1[CH:10]=[CH:9][C:8]([CH3:11])=[CH:7][C:3]=1[C:4](O)=[O:5].[CH3:12][NH:13][O:14][CH3:15].CCN(CC)CC.CCCP1(OP(CCC)(=O)OP(CCC)(=O)O1)=O, predict the reaction product. The product is: [Cl:1][C:2]1[CH:10]=[CH:9][C:8]([CH3:11])=[CH:7][C:3]=1[C:4]([N:13]([O:14][CH3:15])[CH3:12])=[O:5]. (9) Given the reactants Br[C:2]1[CH:7]=[CH:6][C:5]([O:8][CH3:9])=[CH:4][CH:3]=1.[CH3:10][O:11][C:12]1[CH:17]=[CH:16][C:15]([N:18]2[CH2:23][CH2:22][N:21]([C:24]3[C:25]([CH3:38])=[C:26]([CH3:37])[C:27]4[O:31][C:30]([CH3:33])([CH3:32])[C:29](=[O:34])[C:28]=4[C:35]=3[CH3:36])[CH2:20][CH2:19]2)=[CH:14][CH:13]=1, predict the reaction product. The product is: [CH3:9][O:8][C:5]1[CH:6]=[CH:7][C:2]([C:29]2([OH:34])[C:28]3[C:35]([CH3:36])=[C:24]([N:21]4[CH2:22][CH2:23][N:18]([C:15]5[CH:16]=[CH:17][C:12]([O:11][CH3:10])=[CH:13][CH:14]=5)[CH2:19][CH2:20]4)[C:25]([CH3:38])=[C:26]([CH3:37])[C:27]=3[O:31][C:30]2([CH3:32])[CH3:33])=[CH:3][CH:4]=1. (10) Given the reactants Cl.[Cl:2][C:3]1[CH:7]=[CH:6][S:5][C:4]=1[C:8]([CH:10]1[CH2:15][CH2:14][NH:13][CH2:12][CH2:11]1)=[O:9].O=[CH:17][CH2:18][C@H:19]1[CH2:24][CH2:23][C@H:22]([NH:25][C:26](=[O:28])[CH3:27])[CH2:21][CH2:20]1, predict the reaction product. The product is: [Cl:2][C:3]1[CH:7]=[CH:6][S:5][C:4]=1[C:8]([CH:10]1[CH2:15][CH2:14][N:13]([CH2:17][CH2:18][C@H:19]2[CH2:24][CH2:23][C@H:22]([NH:25][C:26](=[O:28])[CH3:27])[CH2:21][CH2:20]2)[CH2:12][CH2:11]1)=[O:9].